From a dataset of Catalyst prediction with 721,799 reactions and 888 catalyst types from USPTO. Predict which catalyst facilitates the given reaction. (1) Reactant: C([N:8]1[CH:13]2[CH2:14][CH2:15][CH:9]1[CH2:10][CH:11]([N:16]1[C:20]3[CH:21]=[CH:22][CH:23]=[CH:24][C:19]=3[N:18]=[C:17]1[CH3:25])[CH2:12]2)C1C=CC=CC=1.C([O-])=O.[NH4+]. Product: [CH:9]12[NH:8][CH:13]([CH2:14][CH2:15]1)[CH2:12][CH:11]([N:16]1[C:20]3[CH:21]=[CH:22][CH:23]=[CH:24][C:19]=3[N:18]=[C:17]1[CH3:25])[CH2:10]2. The catalyst class is: 421. (2) Reactant: FC(F)(F)S(O[CH2:7][C:8]([F:14])([F:13])[C:9]([F:12])([F:11])[F:10])(=O)=O.[C:17](#[N:21])[CH2:18][C:19]#[N:20].C(=O)([O-])[O-].[K+].[K+].Cl. Product: [F:13][C:8]([F:14])([C:9]([F:12])([F:11])[F:10])[CH2:7][CH:18]([C:17]#[N:21])[C:19]#[N:20]. The catalyst class is: 57. (3) Reactant: P12(SP3(SP(SP(S3)(S1)=S)(=S)S2)=S)=[S:2].[CH:15]([NH2:17])=O.Cl[CH2:19][C:20]([C:22]1[N:23]=[CH:24][N:25]2[CH:29]=[CH:28][S:27][C:26]=12)=O.C(=O)([O-])O.[Na+]. Product: [S:2]1[CH:19]=[C:20]([C:22]2[N:23]=[CH:24][N:25]3[CH:29]=[CH:28][S:27][C:26]=23)[N:17]=[CH:15]1. The catalyst class is: 46. (4) Reactant: [Cl-].[CH3:2][O:3][CH2:4][N+:5]1([CH3:10])[CH2:9][CH2:8][CH2:7][CH2:6]1.[F:11][C:12]([F:18])([F:17])[S:13]([OH:16])(=[O:15])=[O:14]. Product: [F:11][C:12]([F:18])([F:17])[S:13]([OH:16])(=[O:15])=[O:14].[CH3:2][O:3][CH2:4][N+:5]1([CH3:10])[CH2:9][CH2:8][CH2:7][CH2:6]1. The catalyst class is: 5.